This data is from Forward reaction prediction with 1.9M reactions from USPTO patents (1976-2016). The task is: Predict the product of the given reaction. (1) Given the reactants [NH2:1][C:2]1[N:3]=[C:4]([Cl:40])[C:5]2[C:10]([CH3:11])=[CH:9][N:8]([C@@H:12]3[O:27][C@H:26]([CH2:28][O:29][CH2:30][C:31]4[CH:36]=[CH:35][C:34]([Cl:37])=[CH:33][C:32]=4[Cl:38])[C@@H:15]([O:16][CH2:17][C:18]4[CH:23]=[CH:22][C:21]([Cl:24])=[CH:20][C:19]=4[Cl:25])[C@@:13]3([CH3:39])[OH:14])[C:6]=2[N:7]=1.[H-].[Na+].[CH3:43]I, predict the reaction product. The product is: [NH2:1][C:2]1[N:3]=[C:4]([Cl:40])[C:5]2[C:10]([CH3:11])=[CH:9][N:8]([C@@H:12]3[O:27][C@H:26]([CH2:28][O:29][CH2:30][C:31]4[CH:36]=[CH:35][C:34]([Cl:37])=[CH:33][C:32]=4[Cl:38])[C@@H:15]([O:16][CH2:17][C:18]4[CH:23]=[CH:22][C:21]([Cl:24])=[CH:20][C:19]=4[Cl:25])[C@@:13]3([CH3:39])[O:14][CH3:43])[C:6]=2[N:7]=1. (2) The product is: [NH:23]1[C:31]2[C:26](=[CH:27][CH:28]=[CH:29][CH:30]=2)[CH:25]=[C:24]1[C:32]1[C:33]([O:42][CH3:43])=[CH:34][C:35]([O:40][CH3:41])=[C:36](/[CH:37]=[CH:2]/[C:1]([C:4]2[CH:5]=[CH:6][C:7]([S:10]([NH:13][C:14]3[CH:19]=[CH:18][CH:17]=[CH:16][N:15]=3)(=[O:12])=[O:11])=[CH:8][CH:9]=2)=[O:3])[CH:39]=1. Given the reactants [C:1]([C:4]1[CH:9]=[CH:8][C:7]([S:10]([NH:13][C:14]2[CH:19]=[CH:18][CH:17]=[CH:16][N:15]=2)(=[O:12])=[O:11])=[CH:6][CH:5]=1)(=[O:3])[CH3:2].C([N:23]1[C:31]2[C:26](=[CH:27][CH:28]=[CH:29][CH:30]=2)[CH:25]=[C:24]1[C:32]1[C:33]([O:42][CH3:43])=[CH:34][C:35]([O:40][CH3:41])=[C:36]([CH:39]=1)[CH:37]=O)(=O)C.N1C2C(=CC=CC=2)C=C1C1C(OC)=CC(OC)=C(C=1)C=O, predict the reaction product.